From a dataset of Full USPTO retrosynthesis dataset with 1.9M reactions from patents (1976-2016). Predict the reactants needed to synthesize the given product. (1) Given the product [CH2:1]([O:3][C:4]([C:6]1([NH:15][C:16](=[O:25])[C:17]2[CH:22]=[CH:21][CH:20]=[C:19]([CH3:23])[C:18]=2/[CH:26]=[CH:27]/[CH2:28][CH2:29][CH3:30])[CH2:14][C:13]2[C:8](=[CH:9][CH:10]=[CH:11][CH:12]=2)[CH2:7]1)=[O:5])[CH3:2], predict the reactants needed to synthesize it. The reactants are: [CH2:1]([O:3][C:4]([C:6]1([NH:15][C:16](=[O:25])[C:17]2[CH:22]=[CH:21][CH:20]=[C:19]([CH3:23])[C:18]=2I)[CH2:14][C:13]2[C:8](=[CH:9][CH:10]=[CH:11][CH:12]=2)[CH2:7]1)=[O:5])[CH3:2].[CH:26](/B(O)O)=[CH:27]\[CH2:28][CH2:29][CH3:30].C([O-])([O-])=O.[K+].[K+]. (2) The reactants are: [NH:1]1[CH2:6][CH2:5][CH2:4][CH2:3][CH2:2]1.[CH3:7][O:8][C:9]([C:11]1[CH:12]=[C:13]([CH3:33])[C:14]2[O:20][C:19]3[C:21]([Cl:29])=[CH:22][C:23]([NH:25][CH2:26][CH2:27]Cl)=[CH:24][C:18]=3[CH2:17][S:16](=[O:31])(=[O:30])[C:15]=2[CH:32]=1)=[O:10]. Given the product [CH3:7][O:8][C:9]([C:11]1[CH:12]=[C:13]([CH3:33])[C:14]2[O:20][C:19]3[C:21]([Cl:29])=[CH:22][C:23]([NH:25][CH2:26][CH2:27][N:1]4[CH2:6][CH2:5][CH2:4][CH2:3][CH2:2]4)=[CH:24][C:18]=3[CH2:17][S:16](=[O:30])(=[O:31])[C:15]=2[CH:32]=1)=[O:10], predict the reactants needed to synthesize it. (3) Given the product [CH2:36]([NH:43][C:8]([C:4]1[S:3][C:2]([Br:1])=[N:6][C:5]=1[CH3:7])=[O:10])[C:37]1[CH:42]=[CH:41][CH:40]=[CH:39][CH:38]=1, predict the reactants needed to synthesize it. The reactants are: [Br:1][C:2]1[S:3][C:4]([C:8]([OH:10])=O)=[C:5]([CH3:7])[N:6]=1.Cl.C(N=C=N)C.C(N(C(C)C)CC)(C)C.ON1C2C=CC=CC=2N=N1.[CH2:36]([NH2:43])[C:37]1[CH:42]=[CH:41][CH:40]=[CH:39][CH:38]=1. (4) Given the product [F:24][C:25]([F:36])([F:35])[C:26]([O:28][Si:11]([CH2:12][CH2:13][CH2:14][CH2:15][CH2:16][CH2:17][CH2:18][CH3:19])([CH3:20])[CH3:21])=[O:27], predict the reactants needed to synthesize it. The reactants are: [CH2:12]([Si:11]([CH3:20])([CH3:21])N[Si:11]([CH3:21])([CH3:20])[CH2:12][CH2:13][CH2:14][CH2:15][CH2:16][CH2:17][CH2:18][CH3:19])[CH2:13][CH2:14][CH2:15][CH2:16][CH2:17][CH2:18][CH3:19].[F:24][C:25]([F:36])([F:35])[C:26]([O:28]C(=O)C(F)(F)F)=[O:27].